This data is from Peptide-MHC class I binding affinity with 185,985 pairs from IEDB/IMGT. The task is: Regression. Given a peptide amino acid sequence and an MHC pseudo amino acid sequence, predict their binding affinity value. This is MHC class I binding data. (1) The peptide sequence is LITNTIAGV. The MHC is HLA-B15:17 with pseudo-sequence HLA-B15:17. The binding affinity (normalized) is 0.0847. (2) The peptide sequence is KYYLAYTSY. The MHC is HLA-A26:03 with pseudo-sequence HLA-A26:03. The binding affinity (normalized) is 0.0847. (3) The peptide sequence is LTFIRTSLSL. The MHC is HLA-A26:01 with pseudo-sequence HLA-A26:01. The binding affinity (normalized) is 0.161. (4) The peptide sequence is VPRLGDKTF. The MHC is HLA-B40:01 with pseudo-sequence HLA-B40:01. The binding affinity (normalized) is 0.0847. (5) The peptide sequence is LLAAVASSY. The MHC is HLA-B07:02 with pseudo-sequence HLA-B07:02. The binding affinity (normalized) is 0.213. (6) The peptide sequence is LVTARQKLK. The MHC is HLA-A02:16 with pseudo-sequence HLA-A02:16. The binding affinity (normalized) is 0.0847. (7) The binding affinity (normalized) is 0.0847. The MHC is HLA-B15:17 with pseudo-sequence HLA-B15:17. The peptide sequence is IVKQGRDAL. (8) The peptide sequence is LTCQILRL. The MHC is Mamu-A01 with pseudo-sequence Mamu-A01. The binding affinity (normalized) is 0.143. (9) The peptide sequence is TTRDKLFNK. The MHC is HLA-A30:01 with pseudo-sequence HLA-A30:01. The binding affinity (normalized) is 0.555.